Dataset: HIV replication inhibition screening data with 41,000+ compounds from the AIDS Antiviral Screen. Task: Binary Classification. Given a drug SMILES string, predict its activity (active/inactive) in a high-throughput screening assay against a specified biological target. (1) The compound is COC(=O)NC12CC3CC(CC(F)(C3)C1)C2. The result is 0 (inactive). (2) The drug is COc1ccc2nc3nc(-c4ccccc4)c(-c4ccccc4)nc3nc2c1. The result is 0 (inactive).